This data is from Reaction yield outcomes from USPTO patents with 853,638 reactions. The task is: Predict the reaction yield, written as a fraction of the theoretical maximum amount of product (1.0 means a 100% yield; for example, 0.34 means a 34% yield). (1) The reactants are C([O:3][C:4](=[O:33])[C:5]1[CH:10]=[C:9]([N:11]2[C:15]([CH3:16])=[CH:14][CH:13]=[C:12]2[C:17]2[CH:22]=[CH:21][CH:20]=[CH:19][C:18]=2[O:23][CH2:24][C:25]2[CH:30]=[CH:29][C:28]([F:31])=[CH:27][C:26]=2[F:32])[CH:8]=[N:7][CH:6]=1)C.C(O)C. The catalyst is C(OCC)(=O)C. The product is [F:32][C:26]1[CH:27]=[C:28]([F:31])[CH:29]=[CH:30][C:25]=1[CH2:24][O:23][C:18]1[CH:19]=[CH:20][CH:21]=[CH:22][C:17]=1[C:12]1[N:11]([C:9]2[CH:8]=[N:7][CH:6]=[C:5]([CH:10]=2)[C:4]([OH:33])=[O:3])[C:15]([CH3:16])=[CH:14][CH:13]=1. The yield is 0.820. (2) The reactants are [CH:1]([C:4]1[C:9]([CH3:10])=[CH:8][CH:7]=[CH:6][C:5]=1[O:11][CH3:12])([CH3:3])[CH3:2].[Br-:13].[Br-].[Br-].C([N+](CCCC)(CCCC)CCCC)CCC.C([N+](CCCC)(CCCC)CCCC)CCC.C([N+](CCCC)(CCCC)CCCC)CCC. The catalyst is C(Cl)Cl. The product is [Br:13][C:8]1[CH:7]=[CH:6][C:5]([O:11][CH3:12])=[C:4]([CH:1]([CH3:3])[CH3:2])[C:9]=1[CH3:10]. The yield is 0.920. (3) The reactants are [CH3:1][N:2]([CH3:14])[CH2:3][CH2:4][CH2:5][N:6]([CH3:13])[CH2:7][CH2:8][C:9]([CH3:12])([NH2:11])[CH3:10].C1COCC1.C(=O)([O-])O.[Na+].[C:25](ON1C(=O)CCC1=O)([O:27][CH2:28][C:29]1[CH:34]=[CH:33][CH:32]=[CH:31][CH:30]=1)=[O:26]. The catalyst is O. The product is [CH3:14][N:2]([CH3:1])[CH2:3][CH2:4][CH2:5][N:6]([CH3:13])[CH2:7][CH2:8][C:9]([NH:11][C:25](=[O:26])[O:27][CH2:28][C:29]1[CH:34]=[CH:33][CH:32]=[CH:31][CH:30]=1)([CH3:10])[CH3:12]. The yield is 0.521.